This data is from Forward reaction prediction with 1.9M reactions from USPTO patents (1976-2016). The task is: Predict the product of the given reaction. (1) Given the reactants [C:1]([C:3]1[C:8](=[O:9])[N:7]([C:10]2[CH:15]=[CH:14][C:13]([CH3:16])=[C:12]([CH3:17])[CH:11]=2)[C:6]([C:18]2[CH:23]=[CH:22][C:21]([S:24][CH3:25])=[CH:20][CH:19]=2)=[N:5][C:4]=1SC)#[N:2].[CH3:28][NH2:29], predict the reaction product. The product is: [C:1]([C:3]1[C:8](=[O:9])[N:7]([C:10]2[CH:15]=[CH:14][C:13]([CH3:16])=[C:12]([CH3:17])[CH:11]=2)[C:6]([C:18]2[CH:23]=[CH:22][C:21]([S:24][CH3:25])=[CH:20][CH:19]=2)=[N:5][C:4]=1[NH:29][CH3:28])#[N:2]. (2) Given the reactants [Cl:1][C:2]1[CH:7]=[CH:6][C:5]([NH:8][C:9]2[C:14]([N+:15]([O-])=O)=[CH:13][CH:12]=[CH:11][N:10]=2)=[CH:4][C:3]=1[F:18], predict the reaction product. The product is: [Cl:1][C:2]1[CH:7]=[CH:6][C:5]([NH:8][C:9]2[C:14]([NH2:15])=[CH:13][CH:12]=[CH:11][N:10]=2)=[CH:4][C:3]=1[F:18]. (3) Given the reactants Cl[C:2]1[CH:7]=[CH:6][N:5]=[C:4]2[CH:8]=[C:9]([C:11]([N:13]3[CH2:17][C@H:16]([O:18][CH3:19])[C@H:15]([O:20][CH3:21])[CH2:14]3)=[O:12])[S:10][C:3]=12.[CH3:22][NH:23][C:24]([C:26]1[C:34]2[C:29](=[CH:30][C:31]([OH:35])=[CH:32][CH:33]=2)[N:28]([CH3:36])[C:27]=1[CH3:37])=[O:25].C([O-])([O-])=O.[Cs+].[Cs+], predict the reaction product. The product is: [CH3:22][NH:23][C:24]([C:26]1[C:34]2[C:29](=[CH:30][C:31]([O:35][C:2]3[CH:7]=[CH:6][N:5]=[C:4]4[CH:8]=[C:9]([C:11]([N:13]5[CH2:17][CH:16]([O:18][CH3:19])[CH:15]([O:20][CH3:21])[CH2:14]5)=[O:12])[S:10][C:3]=34)=[CH:32][CH:33]=2)[N:28]([CH3:36])[C:27]=1[CH3:37])=[O:25]. (4) Given the reactants [NH2:1][C:2]1[CH:3]=[C:4]([CH2:9][CH2:10][CH2:11][NH:12][C:13](=[O:19])[O:14][C:15]([CH3:18])([CH3:17])[CH3:16])[CH:5]=[N:6][C:7]=1[CH3:8].[CH2:20]([O:27][C:28]([NH:30][C:31](=[N:34][C:35]([O:37][CH2:38][C:39]1[CH:44]=[CH:43][CH:42]=[CH:41][CH:40]=1)=[O:36])SC)=[O:29])[C:21]1[CH:26]=[CH:25][CH:24]=[CH:23][CH:22]=1, predict the reaction product. The product is: [C:15]([O:14][C:13]([NH:12][CH2:11][CH2:10][CH2:9][C:4]1[CH:3]=[C:2]([NH:1]/[C:31](/[NH:34][C:35](=[O:36])[O:37][CH2:38][C:39]2[CH:44]=[CH:43][CH:42]=[CH:41][CH:40]=2)=[N:30]/[C:28](=[O:29])[O:27][CH2:20][C:21]2[CH:22]=[CH:23][CH:24]=[CH:25][CH:26]=2)[C:7]([CH3:8])=[N:6][CH:5]=1)=[O:19])([CH3:16])([CH3:18])[CH3:17]. (5) Given the reactants [Br:1][C:2]1[CH:9]=[CH:8][C:7]([Cl:10])=[CH:6][C:3]=1[CH:4]=O.[CH3:11][C:12]([S@@:15]([NH2:17])=[O:16])([CH3:14])[CH3:13].C(=O)([O-])[O-].[Cs+].[Cs+], predict the reaction product. The product is: [Br:1][C:2]1[CH:9]=[CH:8][C:7]([Cl:10])=[CH:6][C:3]=1[CH:4]=[N:17][S:15]([C:12]([CH3:14])([CH3:13])[CH3:11])=[O:16]. (6) Given the reactants [OH:1][C:2]1[CH:10]=[CH:9][C:5]([C:6]([OH:8])=O)=[CH:4][C:3]=1[CH3:11].[NH:12]1[CH2:17][CH2:16][CH2:15][C@@H:14]2[C:18]3[CH:19]=[CH:20][CH:21]=[CH:22][C:23]=3[CH2:24][C@H:13]12.F[P-](F)(F)(F)(F)F.N1(OC(N(C)C)=[N+](C)C)C2N=CC=CC=2N=N1, predict the reaction product. The product is: [N:12]1([C:6]([C:5]2[CH:9]=[CH:10][C:2]([OH:1])=[C:3]([CH3:11])[CH:4]=2)=[O:8])[CH2:17][CH2:16][CH2:15][C@@H:14]2[C:18]3[CH:19]=[CH:20][CH:21]=[CH:22][C:23]=3[CH2:24][C@H:13]12.